Dataset: NCI-60 drug combinations with 297,098 pairs across 59 cell lines. Task: Regression. Given two drug SMILES strings and cell line genomic features, predict the synergy score measuring deviation from expected non-interaction effect. (1) Drug 1: C1=CC(=CC=C1CCC2=CNC3=C2C(=O)NC(=N3)N)C(=O)NC(CCC(=O)O)C(=O)O. Drug 2: C1=NC(=NC(=O)N1C2C(C(C(O2)CO)O)O)N. Cell line: HCC-2998. Synergy scores: CSS=31.3, Synergy_ZIP=-0.239, Synergy_Bliss=-0.533, Synergy_Loewe=-7.29, Synergy_HSA=0.156. (2) Drug 1: CC1C(C(CC(O1)OC2CC(CC3=C2C(=C4C(=C3O)C(=O)C5=C(C4=O)C(=CC=C5)OC)O)(C(=O)C)O)N)O.Cl. Drug 2: C1C(C(OC1N2C=NC(=NC2=O)N)CO)O. Cell line: SF-295. Synergy scores: CSS=17.8, Synergy_ZIP=-7.15, Synergy_Bliss=-4.81, Synergy_Loewe=-9.28, Synergy_HSA=-1.87. (3) Drug 1: CCC1=CC2CC(C3=C(CN(C2)C1)C4=CC=CC=C4N3)(C5=C(C=C6C(=C5)C78CCN9C7C(C=CC9)(C(C(C8N6C)(C(=O)OC)O)OC(=O)C)CC)OC)C(=O)OC.C(C(C(=O)O)O)(C(=O)O)O. Drug 2: CS(=O)(=O)CCNCC1=CC=C(O1)C2=CC3=C(C=C2)N=CN=C3NC4=CC(=C(C=C4)OCC5=CC(=CC=C5)F)Cl. Cell line: SNB-19. Synergy scores: CSS=38.8, Synergy_ZIP=3.99, Synergy_Bliss=8.80, Synergy_Loewe=-13.0, Synergy_HSA=9.27. (4) Drug 1: CC1=C(C=C(C=C1)NC(=O)C2=CC=C(C=C2)CN3CCN(CC3)C)NC4=NC=CC(=N4)C5=CN=CC=C5. Drug 2: C1C(C(OC1N2C=NC3=C2NC=NCC3O)CO)O. Cell line: UACC-257. Synergy scores: CSS=-1.55, Synergy_ZIP=2.10, Synergy_Bliss=2.58, Synergy_Loewe=0.681, Synergy_HSA=-0.250. (5) Drug 1: CCCCC(=O)OCC(=O)C1(CC(C2=C(C1)C(=C3C(=C2O)C(=O)C4=C(C3=O)C=CC=C4OC)O)OC5CC(C(C(O5)C)O)NC(=O)C(F)(F)F)O. Drug 2: C(CN)CNCCSP(=O)(O)O. Cell line: SK-MEL-5. Synergy scores: CSS=70.6, Synergy_ZIP=-0.313, Synergy_Bliss=-2.08, Synergy_Loewe=-35.8, Synergy_HSA=-2.89.